From a dataset of Reaction yield outcomes from USPTO patents with 853,638 reactions. Predict the reaction yield, written as a fraction of the theoretical maximum amount of product (1.0 means a 100% yield; for example, 0.34 means a 34% yield). (1) The reactants are C(S)C.[H-].[Na+].[CH2:6]([O:13][C:14]1[CH:19]=[C:18]([O:20]CC2C=CC=CC=2)[CH:17]=[C:16]([O:28][CH2:29][C:30]2[CH:35]=[CH:34][CH:33]=[CH:32][CH:31]=2)[CH:15]=1)[C:7]1[CH:12]=[CH:11][CH:10]=[CH:9][CH:8]=1.O. The catalyst is CN(C=O)C. The product is [CH2:29]([O:28][C:16]1[CH:17]=[C:18]([OH:20])[CH:19]=[C:14]([O:13][CH2:6][C:7]2[CH:12]=[CH:11][CH:10]=[CH:9][CH:8]=2)[CH:15]=1)[C:30]1[CH:31]=[CH:32][CH:33]=[CH:34][CH:35]=1. The yield is 0.110. (2) The reactants are [Cl:1][C:2]1[CH:3]=[C:4]2[C:9](=[CH:10][CH:11]=1)[NH:8][CH:7]([C:12](O)=[O:13])[CH2:6][CH2:5]2.S(C)C.CO.Cl. The catalyst is C1COCC1. The product is [Cl:1][C:2]1[CH:3]=[C:4]2[C:9](=[CH:10][CH:11]=1)[NH:8][CH:7]([CH2:12][OH:13])[CH2:6][CH2:5]2. The yield is 0.353.